Dataset: Reaction yield outcomes from USPTO patents with 853,638 reactions. Task: Predict the reaction yield, written as a fraction of the theoretical maximum amount of product (1.0 means a 100% yield; for example, 0.34 means a 34% yield). (1) The reactants are [CH2:1]([C:3]1[CH:9]=[CH:8][CH:7]=[C:6]([N+:10]([O-:12])=[O:11])[C:4]=1N)[CH3:2].[BrH:13].N([O-])=O.[Na+]. The catalyst is O. The product is [Br:13][C:4]1[C:6]([N+:10]([O-:12])=[O:11])=[CH:7][CH:8]=[CH:9][C:3]=1[CH2:1][CH3:2]. The yield is 0.750. (2) The reactants are [N:1]1([C:6]2[CH:11]=[CH:10][C:9]([C:12]3[NH:17][C:16](=[O:18])[C:15]([C:19]([O:21]C)=[O:20])=[C:14]([OH:23])[C:13]=3[CH2:24][CH3:25])=[CH:8][CH:7]=2)[CH2:5][CH:4]=[CH:3][CH2:2]1.[Li+].[I-].CCOCC.Cl. The catalyst is CCOC(C)=O. The product is [N:1]1([C:6]2[CH:7]=[CH:8][C:9]([C:12]3[NH:17][C:16](=[O:18])[C:15]([C:19]([OH:21])=[O:20])=[C:14]([OH:23])[C:13]=3[CH2:24][CH3:25])=[CH:10][CH:11]=2)[CH2:5][CH:4]=[CH:3][CH2:2]1. The yield is 0.660. (3) The reactants are [Br:1][C:2]1[CH:3]=[C:4]([CH2:8]O)[CH:5]=[N:6][CH:7]=1.S(Cl)([Cl:12])=O.[OH-].[Na+]. The catalyst is C(Cl)Cl. The product is [Br:1][C:2]1[CH:7]=[N:6][CH:5]=[C:4]([CH2:8][Cl:12])[CH:3]=1. The yield is 0.930. (4) The product is [CH2:1]([O:8][C:9]1[CH:10]=[C:11]([NH:16][C:17]([NH2:19])=[S:18])[CH:12]=[C:13]([Br:15])[CH:14]=1)[C:2]1[CH:3]=[CH:4][CH:5]=[CH:6][CH:7]=1. The yield is 0.780. The catalyst is C1COCC1. The reactants are [CH2:1]([O:8][C:9]1[CH:10]=[C:11]([NH:16][C:17]([NH:19]C(=O)C2C=CC=CC=2)=[S:18])[CH:12]=[C:13]([Br:15])[CH:14]=1)[C:2]1[CH:7]=[CH:6][CH:5]=[CH:4][CH:3]=1.[OH-].[Na+]. (5) The reactants are [OH:1][CH:2]1[CH2:5][CH:4]([C:6]([O:8][CH2:9][C:10]2[CH:15]=[CH:14][CH:13]=[CH:12][CH:11]=2)=[O:7])[CH2:3]1.CCN(CC)CC.[CH3:23][S:24](Cl)(=[O:26])=[O:25]. The catalyst is C(Cl)Cl. The product is [CH3:23][S:24]([O:1][CH:2]1[CH2:5][CH:4]([C:6]([O:8][CH2:9][C:10]2[CH:15]=[CH:14][CH:13]=[CH:12][CH:11]=2)=[O:7])[CH2:3]1)(=[O:26])=[O:25]. The yield is 1.00.